Predict the reaction yield, written as a fraction of the theoretical maximum amount of product (1.0 means a 100% yield; for example, 0.34 means a 34% yield). From a dataset of Reaction yield outcomes from USPTO patents with 853,638 reactions. The reactants are [Br-].[CH2:2]([C:4]1([O:9][C:10](=[O:34])[CH2:11][O:12][C:13]2[C:18]([CH3:19])=[CH:17][C:16]([S+:20]3[C:24]4[CH:25]=[CH:26][CH:27]=[CH:28][C:23]=4[C:22]4[CH:29]=[CH:30][CH:31]=[CH:32][C:21]3=4)=[CH:15][C:14]=2[CH3:33])[CH2:8][CH2:7][CH2:6][CH2:5]1)[CH3:3].[OH:35][C:36]12[CH2:45][CH:40]3[CH2:41][CH:42]([CH2:44][CH:38]([CH2:39]3)[CH2:37]1)[CH2:43]2.[Na].[C:47]([O:50][CH:51]([CH3:62])[C:52]([F:61])([F:60])[C:53]([F:59])([F:58])[S:54]([O-:57])(=[O:56])=[O:55])(=[O:49])[CH3:48].O. The catalyst is ClCCl. The product is [OH:35][C:36]12[CH2:37][CH:38]3[CH2:44][CH:42]([CH2:41][C:40]([CH2:48][C:47]([O:50][CH:51]([CH3:62])[C:52]([F:61])([F:60])[C:53]([F:59])([F:58])[S:54]([O-:57])(=[O:56])=[O:55])=[O:49])([CH2:39]3)[CH2:45]1)[CH2:43]2.[CH2:2]([C:4]1([O:9][C:10](=[O:34])[CH2:11][O:12][C:13]2[C:14]([CH3:33])=[CH:15][C:16]([S+:20]3[C:21]4[CH:32]=[CH:31][CH:30]=[CH:29][C:22]=4[C:23]4[CH:28]=[CH:27][CH:26]=[CH:25][C:24]3=4)=[CH:17][C:18]=2[CH3:19])[CH2:8][CH2:7][CH2:6][CH2:5]1)[CH3:3]. The yield is 0.910.